This data is from Reaction yield outcomes from USPTO patents with 853,638 reactions. The task is: Predict the reaction yield, written as a fraction of the theoretical maximum amount of product (1.0 means a 100% yield; for example, 0.34 means a 34% yield). (1) The product is [Br:1][C:2]1[CH:3]=[CH:4][C:5]2[C:8]3([CH2:23][O:24][C:6]=2[CH:7]=1)[C:16]1[C:11](=[CH:12][CH:13]=[CH:14][CH:15]=1)[N:10]([CH2:17][CH2:18][CH2:19][CH2:20][CH3:21])[C:9]3=[O:22]. The yield is 0.820. No catalyst specified. The reactants are [Br:1][C:2]1[CH:7]=[CH:6][C:5]([C:8]2([CH2:23][OH:24])[C:16]3[C:11](=[CH:12][CH:13]=[CH:14][CH:15]=3)[N:10]([CH2:17][CH2:18][CH2:19][CH2:20][CH3:21])[C:9]2=[O:22])=[C:4](O)[CH:3]=1.ClC1C=CC(Cl)=C2C=1C(C1C(O)=CC3OCOC=3C=1)(CO)C(=O)N2CCCCC. (2) The reactants are [Cl:1][C:2]1[CH:3]=[C:4]([NH:23][CH2:24][C:25]2[N:26]=[N:27][N:28]([CH:30]3[CH2:35][CH2:34][NH:33][CH2:32][CH2:31]3)[CH:29]=2)[CH:5]=[C:6]2[C:11]=1[N:10]=[CH:9][C:8]([C:12]#[N:13])=[C:7]2[NH:14][C:15]1[CH:20]=[CH:19][C:18]([F:21])=[C:17]([Cl:22])[CH:16]=1.Cl[CH:37](Cl)[CH3:38].C(=O)C.C(O[BH-](OC(=O)C)OC(=O)C)(=O)C.[Na+]. The catalyst is C(O)(=O)C. The product is [Cl:1][C:2]1[CH:3]=[C:4]([NH:23][CH2:24][C:25]2[N:26]=[N:27][N:28]([CH:30]3[CH2:35][CH2:34][N:33]([CH2:37][CH3:38])[CH2:32][CH2:31]3)[CH:29]=2)[CH:5]=[C:6]2[C:11]=1[N:10]=[CH:9][C:8]([C:12]#[N:13])=[C:7]2[NH:14][C:15]1[CH:20]=[CH:19][C:18]([F:21])=[C:17]([Cl:22])[CH:16]=1. The yield is 0.107. (3) The reactants are [Br:1][C:2]1[CH:7]=[CH:6][C:5]([NH2:8])=[C:4]([C:9]2[CH2:14][CH2:13][C:12]([CH3:16])([CH3:15])[CH2:11][CH:10]=2)[CH:3]=1.[K+].[C:18]([C:20]1[N:21]=[C:22]([C:33]([O-])=[O:34])[N:23]([CH2:25][O:26][CH2:27][CH2:28][Si:29]([CH3:32])([CH3:31])[CH3:30])[CH:24]=1)#[N:19].CCN(C(C)C)C(C)C.C1CN([P+](Br)(N2CCCC2)N2CCCC2)CC1.F[P-](F)(F)(F)(F)F. The catalyst is C(Cl)Cl. The product is [Br:1][C:2]1[CH:7]=[CH:6][C:5]([NH:8][C:33]([C:22]2[N:23]([CH2:25][O:26][CH2:27][CH2:28][Si:29]([CH3:32])([CH3:31])[CH3:30])[CH:24]=[C:20]([C:18]#[N:19])[N:21]=2)=[O:34])=[C:4]([C:9]2[CH2:14][CH2:13][C:12]([CH3:16])([CH3:15])[CH2:11][CH:10]=2)[CH:3]=1. The yield is 0.860. (4) The reactants are Cl.O.[NH:3]1[CH2:8][CH2:7][C:6](=O)[CH2:5][CH2:4]1.Cl. The catalyst is CCO. The product is [CH:5]1[C:4]2[C:7]3[CH2:8][NH:3][CH2:4][CH2:5][C:6]=3[N:3]3[C:8]=2[C:7]([CH2:6][CH2:5][CH2:4]3)=[CH:7][CH:6]=1. The yield is 0.850. (5) The reactants are [N+:1]([C:4]1[CH:5]=[C:6]([CH:22]=[CH:23][CH:24]=1)[CH2:7][CH2:8][N:9]1[CH2:14][CH2:13][N:12]([C:15]([O:17][C:18]([CH3:21])([CH3:20])[CH3:19])=[O:16])[CH2:11][CH2:10]1)([O-])=O.[H][H]. The catalyst is CO.[Pd].[OH-].[OH-].[Pd+2]. The product is [NH2:1][C:4]1[CH:5]=[C:6]([CH:22]=[CH:23][CH:24]=1)[CH2:7][CH2:8][N:9]1[CH2:10][CH2:11][N:12]([C:15]([O:17][C:18]([CH3:20])([CH3:21])[CH3:19])=[O:16])[CH2:13][CH2:14]1. The yield is 0.630.